Dataset: Full USPTO retrosynthesis dataset with 1.9M reactions from patents (1976-2016). Task: Predict the reactants needed to synthesize the given product. (1) Given the product [CH2:41]([O:1][C:2]1[CH:7]=[CH:6][C:5]([CH:8]2[CH2:13][CH2:12][N:11]([C:14]([O:16][CH2:17][C:18]3[CH:19]=[CH:20][CH:21]=[CH:22][CH:23]=3)=[O:15])[CH2:10][CH:9]2[O:24][CH2:25][C:26]2[CH:27]=[CH:28][C:29]3[O:34][CH2:33][CH2:32][N:31]([CH2:35][CH2:36][CH2:37][O:38][CH3:39])[C:30]=3[CH:40]=2)=[CH:4][CH:3]=1)[C:42]1[CH:47]=[CH:46][CH:45]=[CH:44][CH:43]=1, predict the reactants needed to synthesize it. The reactants are: [OH:1][C:2]1[CH:7]=[CH:6][C:5]([CH:8]2[CH2:13][CH2:12][N:11]([C:14]([O:16][CH2:17][C:18]3[CH:23]=[CH:22][CH:21]=[CH:20][CH:19]=3)=[O:15])[CH2:10][CH:9]2[O:24][CH2:25][C:26]2[CH:27]=[CH:28][C:29]3[O:34][CH2:33][CH2:32][N:31]([CH2:35][CH2:36][CH2:37][O:38][CH3:39])[C:30]=3[CH:40]=2)=[CH:4][CH:3]=1.[CH2:41](Br)[C:42]1[CH:47]=[CH:46][CH:45]=[CH:44][CH:43]=1. (2) Given the product [F:22][C:21]1[C:16]([F:15])=[C:17]([CH2:24][N:25]2[C:34](=[O:35])[C:33]([C:36](=[O:37])[NH:38][C:39]3[CH:44]=[CH:43][C:42]([C:45]([F:46])([F:47])[F:48])=[CH:41][C:40]=3[C:49]3[CH:54]=[C:53]([C:55]([F:56])([F:57])[F:58])[N:52]=[CH:51][N:50]=3)=[C:32]([OH:59])[C:27]3([CH2:31][CH2:30][CH2:29][CH2:28]3)[N:26]2[CH3:60])[CH:18]=[CH:19][C:20]=1[O:1][CH2:2][CH2:3][O:4][CH2:5][CH2:6][NH:7][C:8](=[O:14])[O:9][C:10]([CH3:11])([CH3:13])[CH3:12], predict the reactants needed to synthesize it. The reactants are: [OH:1][CH2:2][CH2:3][O:4][CH2:5][CH2:6][NH:7][C:8](=[O:14])[O:9][C:10]([CH3:13])([CH3:12])[CH3:11].[F:15][C:16]1[C:21]([F:22])=[C:20](O)[CH:19]=[CH:18][C:17]=1[CH2:24][N:25]1[C:34](=[O:35])[C:33]([C:36]([NH:38][C:39]2[CH:44]=[CH:43][C:42]([C:45]([F:48])([F:47])[F:46])=[CH:41][C:40]=2[C:49]2[CH:54]=[C:53]([C:55]([F:58])([F:57])[F:56])[N:52]=[CH:51][N:50]=2)=[O:37])=[C:32]([OH:59])[C:27]2([CH2:31][CH2:30][CH2:29][CH2:28]2)[N:26]1[CH3:60].CN(C(/N=N/C(N(C)C)=O)=O)C.C(P(CCCC)CCCC)CCC. (3) Given the product [CH:1]12[CH2:10][CH:5]3[CH2:6][CH:7]([CH2:9][CH:3]([CH2:4]3)[C:2]1=[O:11])[CH2:8]2.[C:13]12([OH:22])[CH2:9][CH:3]3[CH2:4][CH:5]([CH2:10][CH:1]([CH2:2]3)[CH2:8]1)[CH2:6]2.[C:13]12([OH:22])[CH2:9][CH:7]3[CH2:6][CH:5]([CH2:10][C:1]([OH:23])([CH2:8]3)[CH2:2]1)[CH2:4]2, predict the reactants needed to synthesize it. The reactants are: [CH:1]12[CH2:10][CH:5]3[CH2:6][CH:7]([CH2:9][CH:3]([CH2:4]3)[CH2:2]1)[CH2:8]2.[OH:11]N1C(=O)N(O)C(=O)N(O)[C:13]1=[O:22].[O:23]=O. (4) Given the product [CH2:8]([O:7][C:5](=[O:6])[CH2:4][CH:3]([CH2:15][N+:12]([O-:14])=[O:13])[C:2]([F:10])([F:11])[F:1])[CH3:9], predict the reactants needed to synthesize it. The reactants are: [F:1][C:2]([F:11])([F:10])/[CH:3]=[CH:4]/[C:5]([O:7][CH2:8][CH3:9])=[O:6].[N+:12]([CH3:15])([O-:14])=[O:13].CN(C)C(=N)N(C)C.S(=O)(=O)(O)O. (5) The reactants are: [C:1]([O:5][C:6](=[O:20])[NH:7][C:8]1[CH:13]=[CH:12][C:11]([O:14][C:15]([F:18])([F:17])[F:16])=[CH:10][C:9]=1[NH2:19])([CH3:4])([CH3:3])[CH3:2].C([O:25][C:26](=O)[CH2:27][C:28]([C:30]1[CH:35]=[CH:34][CH:33]=[C:32]([C:36]2[CH:41]=[C:40]([CH3:42])[N:39]=[C:38]([CH3:43])[CH:37]=2)[CH:31]=1)=[O:29])(C)(C)C. Given the product [C:1]([O:5][C:6](=[O:20])[NH:7][C:8]1[CH:13]=[CH:12][C:11]([O:14][C:15]([F:18])([F:17])[F:16])=[CH:10][C:9]=1[NH:19][C:26](=[O:25])[CH2:27][C:28]([C:30]1[CH:35]=[CH:34][CH:33]=[C:32]([C:36]2[CH:37]=[C:38]([CH3:43])[N:39]=[C:40]([CH3:42])[CH:41]=2)[CH:31]=1)=[O:29])([CH3:4])([CH3:2])[CH3:3], predict the reactants needed to synthesize it.